The task is: Predict the reaction yield, written as a fraction of the theoretical maximum amount of product (1.0 means a 100% yield; for example, 0.34 means a 34% yield).. This data is from Reaction yield outcomes from USPTO patents with 853,638 reactions. (1) The reactants are [NH2:1][C@@H:2]1[CH2:7][CH2:6][CH2:5][CH2:4][C@@H:3]1[NH2:8].[I:9][C:10]1[CH:15]=[CH:14][C:13]([S:16](O)(=[O:18])=[O:17])=[CH:12][CH:11]=1. The catalyst is C(Cl)Cl. The product is [NH2:1][C@H:2]1[CH2:7][CH2:6][CH2:5][CH2:4][C@H:3]1[NH:8][S:16]([C:13]1[CH:14]=[CH:15][C:10]([I:9])=[CH:11][CH:12]=1)(=[O:18])=[O:17]. The yield is 0.350. (2) The reactants are [CH:1]1([N:4]([CH:25]2[CH2:27][CH2:26]2)[C:5]([C:7]2[N:22]([CH2:23][CH3:24])[C:10]3=[N:11][C:12]([N:19]=[C:20]=S)=[C:13]4[N:17]=[CH:16][N:15]([CH3:18])[C:14]4=[C:9]3[CH:8]=2)=[O:6])[CH2:3][CH2:2]1.[N:28]([CH2:31][C:32](=[O:34])[CH3:33])=[N+]=[N-].C1(P(C2C=CC=CC=2)C2C=CC=CC=2)C=CC=CC=1. The catalyst is O1CCOCC1.C(OCC)(=O)C. The product is [CH:1]1([N:4]([CH:25]2[CH2:27][CH2:26]2)[C:5]([C:7]2[N:22]([CH2:23][CH3:24])[C:10]3=[N:11][C:12]([NH:19][C:20]4[O:34][C:32]([CH3:33])=[CH:31][N:28]=4)=[C:13]4[N:17]=[CH:16][N:15]([CH3:18])[C:14]4=[C:9]3[CH:8]=2)=[O:6])[CH2:3][CH2:2]1. The yield is 0.250. (3) The reactants are Cl[C:2]1[N:3]=[N:4][C:5]([C:8]2[CH:13]=[CH:12][CH:11]=[C:10]([N+:14]([O-:16])=[O:15])[CH:9]=2)=[CH:6][CH:7]=1.[O:17]1[CH:21]=[CH:20][CH:19]=[C:18]1[C:22]([NH:24][NH2:25])=O. The catalyst is C(O)CCC. The product is [O:17]1[CH:21]=[CH:20][CH:19]=[C:18]1[C:22]1[N:3]2[N:4]=[C:5]([C:8]3[CH:13]=[CH:12][CH:11]=[C:10]([N+:14]([O-:16])=[O:15])[CH:9]=3)[CH:6]=[CH:7][C:2]2=[N:25][N:24]=1. The yield is 0.400. (4) The reactants are [CH3:1][O:2][C:3]([C:5]1[CH:10]=[CH:9][C:8]([N:11]2[CH2:16][CH2:15][CH2:14][CH2:13][CH:12]2[C:17](OC)=[O:18])=[C:7]([N+:21]([O-])=O)[CH:6]=1)=[O:4].Cl. The catalyst is CCOC(C)=O.[Zn]. The product is [O:18]=[C:17]1[NH:21][C:7]2[CH:6]=[C:5]([C:3]([O:2][CH3:1])=[O:4])[CH:10]=[CH:9][C:8]=2[N:11]2[CH2:16][CH2:15][CH2:14][CH2:13][CH:12]12. The yield is 0.880. (5) The reactants are C[O:2][C:3](=O)[CH:4]([N:13]1[C:19](=[O:20])[CH2:18][CH2:17][N:16]([C:21](=[O:31])/[CH:22]=[CH:23]/[C:24]2[CH:29]=[CH:28][CH:27]=[C:26]([Cl:30])[CH:25]=2)[CH2:15][CH2:14]1)[CH2:5][C:6]([O:8][C:9]([CH3:12])([CH3:11])[CH3:10])=[O:7].[Li+].[BH4-]. No catalyst specified. The product is [C:9]([O:8][C:6](=[O:7])[CH2:5][CH:4]([N:13]1[C:19](=[O:20])[CH2:18][CH2:17][N:16]([C:21](=[O:31])/[CH:22]=[CH:23]/[C:24]2[CH:29]=[CH:28][CH:27]=[C:26]([Cl:30])[CH:25]=2)[CH2:15][CH2:14]1)[CH2:3][OH:2])([CH3:12])([CH3:10])[CH3:11]. The yield is 0.840. (6) The reactants are [C:1]([C:3]1([NH:6][C:7]([C@@H:9]2[CH2:13][C@H:12]([OH:14])[CH2:11][N:10]2[C:15]([C:17]2([CH3:20])[CH2:19][CH2:18]2)=[O:16])=[O:8])[CH2:5][CH2:4]1)#[N:2].[C:21]1([S:27](Cl)(=[O:29])=[O:28])[CH:26]=[CH:25][CH:24]=[CH:23][CH:22]=1.C(N(CC)CC)C.Cl. The catalyst is CN(C)C1C=CN=CC=1.ClCCl.O. The product is [C:1]([C:3]1([NH:6][C:7]([C@H:9]2[N:10]([C:15]([C:17]3([CH3:20])[CH2:19][CH2:18]3)=[O:16])[CH2:11][C@@H:12]([O:14][S:27]([C:21]3[CH:26]=[CH:25][CH:24]=[CH:23][CH:22]=3)(=[O:29])=[O:28])[CH2:13]2)=[O:8])[CH2:4][CH2:5]1)#[N:2]. The yield is 0.850. (7) The reactants are C(OC([N:8]1[CH2:13][CH2:12][C:11]2[N:14]([CH2:27][CH2:28][CH2:29][N:30]3[CH2:35][CH2:34][N:33]([C:36]4[C:41]([NH:42][S:43]([CH3:46])(=[O:45])=[O:44])=[CH:40][CH:39]=[CH:38][C:37]=4[Cl:47])[CH2:32][CH2:31]3)[N:15]=[C:16]([C:17]3[CH:22]=[CH:21][C:20]([C:23]([F:26])([F:25])[F:24])=[CH:19][CH:18]=3)[C:10]=2[CH2:9]1)=O)(C)(C)C.FC(F)(F)C(O)=O.Cl[S:56]([N:59]=C=O)(=[O:58])=[O:57].CC(O)(C)C. The catalyst is C(Cl)Cl.CO.C(Cl)Cl. The product is [Cl:47][C:37]1[CH:38]=[CH:39][CH:40]=[C:41]([NH:42][S:43]([CH3:46])(=[O:44])=[O:45])[C:36]=1[N:33]1[CH2:34][CH2:35][N:30]([CH2:29][CH2:28][CH2:27][N:14]2[C:11]3[CH2:12][CH2:13][N:8]([S:56]([NH2:59])(=[O:58])=[O:57])[CH2:9][C:10]=3[C:16]([C:17]3[CH:18]=[CH:19][C:20]([C:23]([F:26])([F:24])[F:25])=[CH:21][CH:22]=3)=[N:15]2)[CH2:31][CH2:32]1. The yield is 0.780.